From a dataset of Reaction yield outcomes from USPTO patents with 853,638 reactions. Predict the reaction yield, written as a fraction of the theoretical maximum amount of product (1.0 means a 100% yield; for example, 0.34 means a 34% yield). (1) The reactants are C[Si]([C:5]#[C:6][C:7]1[CH:8]=[CH:9][C:10]2[N:14]=[C:13]([C@@H:15]3[CH2:21][C:18]4([CH2:20][CH2:19]4)[CH2:17][N:16]3[C:22]([O:24][C:25]([CH3:28])([CH3:27])[CH3:26])=[O:23])[NH:12][C:11]=2[CH:29]=1)(C)C.C(=O)([O-])[O-].[K+].[K+].CCOC(C)=O. The catalyst is CO. The product is [C:6]([C:7]1[CH:8]=[CH:9][C:10]2[N:14]=[C:13]([C@@H:15]3[CH2:21][C:18]4([CH2:19][CH2:20]4)[CH2:17][N:16]3[C:22]([O:24][C:25]([CH3:27])([CH3:26])[CH3:28])=[O:23])[NH:12][C:11]=2[CH:29]=1)#[CH:5]. The yield is 1.04. (2) The reactants are [C:1]1([C:7]2[C:15]3[C:10](=[N:11][CH:12]=[N:13][C:14]=3[NH2:16])[NH:9][N:8]=2)[CH:6]=[CH:5][CH:4]=[CH:3][CH:2]=1.[H-].[Na+].Cl[CH:20]([C:23]1[N:24]([C:33]2[CH:38]=[CH:37][CH:36]=[CH:35][CH:34]=2)[C:25](=[O:32])[C:26]2[S:31][CH:30]=[CH:29][C:27]=2[N:28]=1)[CH2:21][CH3:22].CCOC(C)=O. The catalyst is CN(C)C=O. The product is [NH2:16][C:14]1[N:13]=[CH:12][N:11]=[C:10]2[N:9]([CH:20]([C:23]3[N:24]([C:33]4[CH:38]=[CH:37][CH:36]=[CH:35][CH:34]=4)[C:25](=[O:32])[C:26]4[S:31][CH:30]=[CH:29][C:27]=4[N:28]=3)[CH2:21][CH3:22])[N:8]=[C:7]([C:1]3[CH:2]=[CH:3][CH:4]=[CH:5][CH:6]=3)[C:15]=12. The yield is 0.500. (3) The reactants are [CH3:1][O:2][C:3]1[CH:12]=[C:11]2[C:6]([CH2:7][CH2:8][CH2:9][C:10]2=O)=[CH:5][CH:4]=1.[Br-].[C:15]1(C([PH3+])(C2C=CC=CC=2)C2C=CC=CC=2)C=CC=CC=1.CC(C)([O-])C.[K+]. The catalyst is C1COCC1. The product is [CH3:1][O:2][C:3]1[CH:12]=[C:11]2[C:6]([CH2:7][CH2:8][CH2:9][C:10]2=[CH2:15])=[CH:5][CH:4]=1. The yield is 0.920. (4) The reactants are I[C:2]1[CH:9]=[CH:8][C:5]([C:6]#[N:7])=[CH:4][CH:3]=1.[CH3:10][O:11][C:12]1[CH:17]=[CH:16][C:15]([OH:18])=[CH:14][CH:13]=1.C(=O)([O-])[O-].[Cs+].[Cs+]. The catalyst is O1CCOCC1.O.C(OCC)(=O)C.Cl.CN(C)CC(O)=O. The product is [CH3:10][O:11][C:12]1[CH:17]=[CH:16][C:15]([O:18][C:2]2[CH:9]=[CH:8][C:5]([C:6]#[N:7])=[CH:4][CH:3]=2)=[CH:14][CH:13]=1. The yield is 1.00. (5) The reactants are [H-].[H-].[H-].[H-].[Li+].[Al+3].[C:7]([O:11][C:12](=[O:39])[NH:13][CH:14]([C:33](=[O:38])N(OC)C)[CH2:15][CH:16]1[C:24]2[C:19](=[CH:20][CH:21]=[CH:22][CH:23]=2)[N:18]([CH2:25][C:26]2[CH:31]=[CH:30][CH:29]=[CH:28][CH:27]=2)[CH:17]1C)([CH3:10])([CH3:9])[CH3:8].C(C(C(C([O-])=O)O)O)([O-])=O.[K+].[Na+]. The catalyst is C1COCC1. The product is [C:7]([O:11][C:12](=[O:39])[NH:13][CH:14]([CH:33]=[O:38])[CH2:15][C:16]1[C:24]2[C:19](=[CH:20][CH:21]=[CH:22][CH:23]=2)[N:18]([CH2:25][C:26]2[CH:27]=[CH:28][CH:29]=[CH:30][CH:31]=2)[CH:17]=1)([CH3:8])([CH3:10])[CH3:9]. The yield is 0.930. (6) The reactants are [Si:1]([O:8][C@H:9]1[CH2:14][CH2:13][C@H:12]([N:15]2[C:20](=[O:21])[C:19]([CH2:22][C:23]3[CH:28]=[CH:27][C:26]([C:29]4[C:30]([C:35]#[N:36])=[CH:31][CH:32]=[CH:33][CH:34]=4)=[CH:25][CH:24]=3)=[C:18]([CH2:37][CH2:38][CH3:39])[N:17]3[N:40]=[CH:41][CH:42]=[C:16]23)[CH2:11][CH2:10]1)([C:4]([CH3:7])([CH3:6])[CH3:5])([CH3:3])[CH3:2].[F:43][B-](F)(F)F.F[B-](F)(F)F.ClC[N+]12CC[N+](F)(CC1)CC2.C(OCC)(=O)C.C(=O)([O-])O.[Na+]. The catalyst is C(#N)C. The product is [Si:1]([O:8][C@H:9]1[CH2:10][CH2:11][C@H:12]([N:15]2[C:20](=[O:21])[C:19]([CH2:22][C:23]3[CH:24]=[CH:25][C:26]([C:29]4[C:30]([C:35]#[N:36])=[CH:31][CH:32]=[CH:33][CH:34]=4)=[CH:27][CH:28]=3)=[C:18]([CH2:37][CH2:38][CH3:39])[N:17]3[N:40]=[CH:41][C:42]([F:43])=[C:16]23)[CH2:13][CH2:14]1)([C:4]([CH3:5])([CH3:6])[CH3:7])([CH3:3])[CH3:2]. The yield is 0.130. (7) The catalyst is O1CCOCC1.ClCCl. The reactants are [C:1]1([CH2:7][NH:8][C:9]([CH:11]([C:17]([O:19]CC)=O)[C:12]([O:14][CH2:15][CH3:16])=[O:13])=[O:10])[CH:6]=[CH:5][CH:4]=[CH:3][CH:2]=1.[H-].[Na+].[C:24]1([N:30]=[C:31]=[O:32])[CH:29]=[CH:28][CH:27]=[CH:26][CH:25]=1. The product is [OH:19][C:17]1[N:30]([C:24]2[CH:29]=[CH:28][CH:27]=[CH:26][CH:25]=2)[C:31](=[O:32])[N:8]([CH2:7][C:1]2[CH:2]=[CH:3][CH:4]=[CH:5][CH:6]=2)[C:9](=[O:10])[C:11]=1[C:12]([O:14][CH2:15][CH3:16])=[O:13]. The yield is 0.570. (8) The yield is 0.910. The catalyst is [Pd]. The reactants are [N+:1]([C:4]1[CH:9]=[CH:8][C:7]([N:10]2[CH:14]3[CH2:15][CH2:16][CH:11]2[CH2:12][CH2:13]3)=[CH:6][C:5]=1[C:17]([F:20])([F:19])[F:18])([O-])=O. The product is [CH:11]12[N:10]([C:7]3[CH:8]=[CH:9][C:4]([NH2:1])=[C:5]([C:17]([F:20])([F:18])[F:19])[CH:6]=3)[CH:14]([CH2:13][CH2:12]1)[CH2:15][CH2:16]2. (9) The reactants are [Cl:1][C:2]1[CH:10]=[CH:9][C:5]([C:6]([NH2:8])=[O:7])=[C:4]([OH:11])[CH:3]=1.N1C=CC=CC=1.Cl[C:19](OCC)=[O:20]. The catalyst is C(#N)C. The product is [Cl:1][C:2]1[CH:10]=[CH:9][C:5]2[C:6](=[O:7])[NH:8][C:19](=[O:20])[O:11][C:4]=2[CH:3]=1. The yield is 0.830.